This data is from Forward reaction prediction with 1.9M reactions from USPTO patents (1976-2016). The task is: Predict the product of the given reaction. (1) Given the reactants C(OC(=O)[NH:7][CH2:8][CH:9]1[CH2:14][CH2:13][CH:12]([C:15]2[CH:16]=[C:17]3[C:23]([NH2:24])=[N:22][NH:21][C:18]3=[N:19][CH:20]=2)[CH2:11][CH2:10]1)(C)(C)C.C(Cl)Cl.FC(F)(F)C(O)=O.N, predict the reaction product. The product is: [NH2:7][CH2:8][CH:9]1[CH2:14][CH2:13][CH:12]([C:15]2[CH:16]=[C:17]3[C:23]([NH2:24])=[N:22][NH:21][C:18]3=[N:19][CH:20]=2)[CH2:11][CH2:10]1. (2) Given the reactants C([O:8][CH2:9][C:10]1[N:14]([C:15]2[CH:20]=[CH:19][CH:18]=[CH:17][C:16]=2[F:21])[C:13]([C:22]2[CH:27]=[CH:26][C:25]([C:28]3[CH:33]=[CH:32][CH:31]=[CH:30][CH:29]=3)=[CH:24][CH:23]=2)=[N:12][N:11]=1)C1C=CC=CC=1.B(Cl)(Cl)Cl.CCCCCC.CO.C(=O)([O-])O.[Na+], predict the reaction product. The product is: [C:25]1([C:28]2[CH:29]=[CH:30][CH:31]=[CH:32][CH:33]=2)[CH:26]=[CH:27][C:22]([C:13]2[N:14]([C:15]3[CH:20]=[CH:19][CH:18]=[CH:17][C:16]=3[F:21])[C:10]([CH2:9][OH:8])=[N:11][N:12]=2)=[CH:23][CH:24]=1. (3) Given the reactants [Cl:1][C:2]1[CH:3]=[CH:4][C:5]([O:37][CH:38]([F:40])[F:39])=[C:6]([C:8]2[C:13]([O:14][CH3:15])=[CH:12][N:11]([CH:16]([CH2:34][CH3:35])[C:17]([NH:19][C:20]3[CH:21]=[CH:22][C:23]4[N:24]([CH:26]=[C:27]([C:29]([O:31]CC)=[O:30])[N:28]=4)[CH:25]=3)=[O:18])[C:10](=[O:36])[CH:9]=2)[CH:7]=1.[OH-].[Li+], predict the reaction product. The product is: [Cl:1][C:2]1[CH:3]=[CH:4][C:5]([O:37][CH:38]([F:39])[F:40])=[C:6]([C:8]2[C:13]([O:14][CH3:15])=[CH:12][N:11]([CH:16]([CH2:34][CH3:35])[C:17]([NH:19][C:20]3[CH:21]=[CH:22][C:23]4[N:24]([CH:26]=[C:27]([C:29]([OH:31])=[O:30])[N:28]=4)[CH:25]=3)=[O:18])[C:10](=[O:36])[CH:9]=2)[CH:7]=1. (4) The product is: [CH3:28][N:12]([C:13]([O:15][C:16]([CH3:17])([CH3:18])[CH3:19])=[O:14])[C:11]([NH:20][C:21]([O:23][C:24]([CH3:27])([CH3:26])[CH3:25])=[O:22])=[N:10][C:3]([O:5][C:6]([CH3:9])([CH3:8])[CH3:7])=[O:4]. Given the reactants CO.[C:3]([NH:10][C:11]([NH:20][C:21]([O:23][C:24]([CH3:27])([CH3:26])[CH3:25])=[O:22])=[N:12][C:13]([O:15][C:16]([CH3:19])([CH3:18])[CH3:17])=[O:14])([O:5][C:6]([CH3:9])([CH3:8])[CH3:7])=[O:4].[C:28]1(P(C2C=CC=CC=2)C2C=CC=CC=2)C=CC=CC=1.CCOC(/N=N/C(OCC)=O)=O, predict the reaction product. (5) The product is: [CH3:1][O:2][C:3]1[CH:9]=[CH:8][C:7]([N+:10]([O-:12])=[O:11])=[CH:6][C:4]=1[NH:5][C:20](=[O:21])[O:22][C:23]([CH3:26])([CH3:25])[CH3:24]. Given the reactants [CH3:1][O:2][C:3]1[CH:9]=[CH:8][C:7]([N+:10]([O-:12])=[O:11])=[CH:6][C:4]=1[NH2:5].C(N(CC)CC)C.[C:20](O[C:20]([O:22][C:23]([CH3:26])([CH3:25])[CH3:24])=[O:21])([O:22][C:23]([CH3:26])([CH3:25])[CH3:24])=[O:21], predict the reaction product.